This data is from Full USPTO retrosynthesis dataset with 1.9M reactions from patents (1976-2016). The task is: Predict the reactants needed to synthesize the given product. (1) The reactants are: B(Br)(Br)Br.C[O:6][C:7]1[CH:12]=[CH:11][C:10]([C:13]2[N:14]=[CH:15][N:16]([C:18]([N:20]([CH3:31])[CH:21]3[CH2:26][CH2:25][N:24]([C:27](=[O:30])[CH2:28][CH3:29])[CH2:23][CH2:22]3)=[O:19])[CH:17]=2)=[CH:9][C:8]=1[CH3:32].O. Given the product [OH:6][C:7]1[CH:12]=[CH:11][C:10]([C:13]2[N:14]=[CH:15][N:16]([C:18]([N:20]([CH3:31])[CH:21]3[CH2:26][CH2:25][N:24]([C:27](=[O:30])[CH2:28][CH3:29])[CH2:23][CH2:22]3)=[O:19])[CH:17]=2)=[CH:9][C:8]=1[CH3:32], predict the reactants needed to synthesize it. (2) The reactants are: [O:1]=[C:2]([C:26]1[C:35]2[C:30](=[CH:31][CH:32]=[C:33]([O:36][CH3:37])[CH:34]=2)[N:29]=[CH:28][C:27]=1[F:38])[CH2:3][CH2:4][C@@H:5]1[CH2:10][CH2:9][N:8]([CH2:11][CH2:12][S:13][C:14]2[CH:19]=[C:18]([F:20])[CH:17]=[CH:16][C:15]=2[F:21])[CH2:7][C@@H:6]1[C:22]([O:24]C)=[O:23].[OH-].[Na+]. Given the product [O:1]=[C:2]([C:26]1[C:35]2[C:30](=[CH:31][CH:32]=[C:33]([O:36][CH3:37])[CH:34]=2)[N:29]=[CH:28][C:27]=1[F:38])[CH2:3][CH2:4][C@@H:5]1[CH2:10][CH2:9][N:8]([CH2:11][CH2:12][S:13][C:14]2[CH:19]=[C:18]([F:20])[CH:17]=[CH:16][C:15]=2[F:21])[CH2:7][C@@H:6]1[C:22]([OH:24])=[O:23], predict the reactants needed to synthesize it. (3) Given the product [Cl:1][C:2]1[C:9]([O:10][CH3:11])=[C:8]([O:12][CH3:13])[CH:7]=[CH:6][C:3]=1[CH:4]=[N:30][NH:29][C:27]([NH:26][OH:25])=[N:28][C:18]1[CH:24]=[CH:23][CH:21]=[CH:20][CH:19]=1, predict the reactants needed to synthesize it. The reactants are: [Cl:1][C:2]1[C:9]([O:10][CH3:11])=[C:8]([O:12][CH3:13])[CH:7]=[CH:6][C:3]=1[CH:4]=O.S([C:18]1[CH:24]=[CH:23][C:21](C)=[CH:20][CH:19]=1)(O)(=O)=O.[OH:25][NH:26][C:27]([NH:29][NH:30]C1C=CC=CC=1)=[NH:28]. (4) Given the product [F:1][C:2]1[CH:7]=[CH:6][N:5]=[C:4]([NH:8][C:9](=[O:15])[O:10][C:11]([CH3:12])([CH3:14])[CH3:13])[C:3]=1[I:29], predict the reactants needed to synthesize it. The reactants are: [F:1][C:2]1[CH:7]=[CH:6][N:5]=[C:4]([NH:8][C:9](=[O:15])[O:10][C:11]([CH3:14])([CH3:13])[CH3:12])[CH:3]=1.CN(CCN(C)C)C.C([Li])CCC.[I:29]I.OS([O-])=O.[Na+].